This data is from Forward reaction prediction with 1.9M reactions from USPTO patents (1976-2016). The task is: Predict the product of the given reaction. (1) Given the reactants [F:1][C:2]([F:32])([F:31])[O:3][C:4]1[CH:9]=[CH:8][C:7]([NH:10][C:11]([C@H:13]2[CH2:18][CH2:17][N:16]([S:19]([C:22]3[CH:27]=[CH:26][C:25]([CH3:28])=[CH:24][CH:23]=3)(=[O:21])=[O:20])[C@H:15]([CH2:29][OH:30])[CH2:14]2)=[O:12])=[CH:6][CH:5]=1.[C:33]1([CH3:65])[CH:38]=[CH:37][C:36]([S:39]([N:42]2[CH2:47][CH2:46][C@H:45]([C:48](=[O:61])[NH:49][C:50]3[CH:55]=[CH:54][C:53]([O:56][C:57]([F:60])([F:59])[F:58])=[CH:52][CH:51]=3)[CH2:44][C@H:43]2[C:62]([OH:64])=[O:63])(=[O:41])=[O:40])=[CH:35][CH:34]=1.B.C1COCC1, predict the reaction product. The product is: [F:32][C:2]([F:1])([F:31])[O:3][C:4]1[CH:5]=[CH:6][C:7]([NH:10][C:11]([C@@H:13]2[CH2:18][CH2:17][N:16]([S:19]([C:22]3[CH:23]=[CH:24][C:25]([CH3:28])=[CH:26][CH:27]=3)(=[O:21])=[O:20])[C@@H:15]([CH2:29][OH:30])[CH2:14]2)=[O:12])=[CH:8][CH:9]=1.[C:33]1([CH3:65])[CH:34]=[CH:35][C:36]([S:39]([N:42]2[CH2:47][CH2:46][C@@H:45]([C:48](=[O:61])[NH:49][C:50]3[CH:55]=[CH:54][C:53]([O:56][C:57]([F:60])([F:59])[F:58])=[CH:52][CH:51]=3)[CH2:44][C@@H:43]2[C:62]([OH:64])=[O:63])(=[O:41])=[O:40])=[CH:37][CH:38]=1. (2) Given the reactants [C:1]([N:9]=[C:10]=[S:11])(=[O:8])[C:2]1[CH:7]=[CH:6][CH:5]=[CH:4][CH:3]=1.[N:12]#[C:13][NH2:14].Br[CH2:16][C:17]([O:19][CH3:20])=[O:18].N12CCCN=C1CCCCC2, predict the reaction product. The product is: [NH2:12][C:13]1[N:14]=[C:10]([NH:9][C:1](=[O:8])[C:2]2[CH:7]=[CH:6][CH:5]=[CH:4][CH:3]=2)[S:11][C:16]=1[C:17]([O:19][CH3:20])=[O:18]. (3) Given the reactants Cl[C:2]1[N:3]=[C:4]([N:23]2[CH2:28][CH2:27][O:26][CH2:25][CH2:24]2)[C:5]2[S:10][C:9]([C:11]3[CH:16]=[CH:15][C:14]([CH2:17][NH:18][C:19](=[O:22])[CH2:20][OH:21])=[CH:13][CH:12]=3)=[CH:8][C:6]=2[N:7]=1.CC1(C)C(C)(C)OB([C:37]2[CH:38]=[N:39][C:40]([NH2:43])=[N:41][CH:42]=2)O1, predict the reaction product. The product is: [NH2:43][C:40]1[N:41]=[CH:42][C:37]([C:2]2[N:3]=[C:4]([N:23]3[CH2:28][CH2:27][O:26][CH2:25][CH2:24]3)[C:5]3[S:10][C:9]([C:11]4[CH:16]=[CH:15][C:14]([CH2:17][NH:18][C:19](=[O:22])[CH2:20][OH:21])=[CH:13][CH:12]=4)=[CH:8][C:6]=3[N:7]=2)=[CH:38][N:39]=1.